This data is from Forward reaction prediction with 1.9M reactions from USPTO patents (1976-2016). The task is: Predict the product of the given reaction. (1) The product is: [NH2:8][C:6]1[NH:7][CH:2]([N:14]2[C:22]3[C:17](=[CH:18][CH:19]=[C:20]([C:23]#[N:24])[CH:21]=3)[CH:16]=[N:15]2)[C:3]([N+:9]([O-:11])=[O:10])=[CH:4][N:5]=1. Given the reactants Cl[CH:2]1[NH:7][C:6]([NH2:8])=[N:5][CH:4]=[C:3]1[N+:9]([O-:11])=[O:10].[H-].[Na+].[NH:14]1[C:22]2[C:17](=[CH:18][CH:19]=[C:20]([C:23]#[N:24])[CH:21]=2)[CH:16]=[N:15]1, predict the reaction product. (2) Given the reactants C(OC(=O)[N:7]([CH3:23])[CH2:8][CH2:9][CH2:10][C:11]1([CH3:22])[CH2:20][CH:19]2[CH:14]([CH:15]=[CH:16][CH:17]=[CH:18]2)[NH:13][C:12]1=[O:21])(C)(C)C.CNCCCC1[CH2:39][C:38]2[C:33](=[CH:34][CH:35]=[CH:36][CH:37]=2)N([C:35]2[CH:36]=[CH:37][C:38]([CH3:39])=[CH:33][CH:34]=2)C1=O, predict the reaction product. The product is: [CH3:22][C:11]1([CH2:10][CH2:9][CH2:8][NH:7][CH3:23])[CH2:20][C:19]2[C:14](=[CH:15][CH:16]=[CH:17][CH:18]=2)[N:13]([C:35]2[CH:34]=[CH:33][C:38]([CH3:39])=[CH:37][CH:36]=2)[C:12]1=[O:21]. (3) Given the reactants [N:1]1[C:8]([Cl:9])=[N:7][C:5](Cl)=[N:4][C:2]=1[Cl:3].C([O-])([O-])=O.[K+].[K+].[NH2:16][C:17]1[C:18]([CH3:37])=[C:19]([C:23]2[CH:31]=[CH:30][C:29]([C:32]([NH2:34])=[O:33])=[C:28]3[C:24]=2[C:25]([CH3:36])=[C:26]([CH3:35])[NH:27]3)[CH:20]=[CH:21][CH:22]=1, predict the reaction product. The product is: [Cl:9][C:8]1[N:1]=[C:2]([Cl:3])[N:4]=[C:5]([NH:16][C:17]2[C:18]([CH3:37])=[C:19]([C:23]3[CH:31]=[CH:30][C:29]([C:32]([NH2:34])=[O:33])=[C:28]4[C:24]=3[C:25]([CH3:36])=[C:26]([CH3:35])[NH:27]4)[CH:20]=[CH:21][CH:22]=2)[N:7]=1. (4) Given the reactants FC(F)(F)C(O)=O.[Cl:8][C:9]1[C:10]([F:43])=[C:11]([CH:15]2[C:19]([C:22]3[CH:27]=[CH:26][C:25]([Cl:28])=[CH:24][C:23]=3[F:29])([C:20]#[N:21])[CH:18]([CH2:30][C:31]([CH:34]3[CH2:39]C=CCO3)([CH3:33])[CH3:32])[NH:17][CH:16]2[C:40]([OH:42])=O)[CH:12]=[CH:13][CH:14]=1.[CH3:44][C:45]1([CH3:53])[O:49][C@@H:48]([CH2:50][CH2:51][NH2:52])[CH2:47][O:46]1.CN(C(ON1N=N[C:64]2[CH:65]=[CH:66][CH:67]=N[C:63]1=2)=[N+](C)C)C.F[P-](F)(F)(F)(F)F.C[CH2:79][N:80]([CH:84]([CH3:86])C)[CH:81]([CH3:83])C, predict the reaction product. The product is: [CH3:44][C:45]1([CH3:53])[O:49][C@@H:48]([CH2:50][CH2:51][NH:52][C:40]([CH:16]2[CH:15]([C:11]3[CH:12]=[CH:13][CH:14]=[C:9]([Cl:8])[C:10]=3[F:43])[C:19]([C:22]3[CH:27]=[CH:26][C:25]([Cl:28])=[CH:24][C:23]=3[F:29])([C:20]#[N:21])[CH:18]([CH2:30][C:31]([C:34]3[CH2:86][CH2:84][N:80]([CH2:81][C:83]4[CH:67]=[CH:66][CH:65]=[CH:64][CH:63]=4)[CH2:79][CH:39]=3)([CH3:32])[CH3:33])[NH:17]2)=[O:42])[CH2:47][O:46]1. (5) Given the reactants C([O:3][C:4]([C:6]1[CH:7]2[N:33]([C:34]([O:36][C:37]([CH3:40])([CH3:39])[CH3:38])=[O:35])[CH:11]([CH2:12][C:13]=1[C:14]1[CH:19]=[CH:18][C:17]([CH2:20][CH2:21][CH2:22][O:23][C:24]3[C:29]([F:30])=[CH:28][CH:27]=[C:26]([F:31])[C:25]=3[Cl:32])=[CH:16][CH:15]=1)[CH2:10][N:9]([C:41]([O:43][C:44]([CH3:47])([CH3:46])[CH3:45])=[O:42])[CH2:8]2)=[O:5])C.[OH-].[Na+], predict the reaction product. The product is: [C:44]([O:43][C:41]([N:9]1[CH2:8][CH:7]2[N:33]([C:34]([O:36][C:37]([CH3:40])([CH3:39])[CH3:38])=[O:35])[CH:11]([CH2:12][C:13]([C:14]3[CH:15]=[CH:16][C:17]([CH2:20][CH2:21][CH2:22][O:23][C:24]4[C:29]([F:30])=[CH:28][CH:27]=[C:26]([F:31])[C:25]=4[Cl:32])=[CH:18][CH:19]=3)=[C:6]2[C:4]([OH:5])=[O:3])[CH2:10]1)=[O:42])([CH3:45])([CH3:46])[CH3:47]. (6) Given the reactants [H-].[Na+].[CH3:3][C:4]1[N:8]2[C:9]3[CH:15]=[C:14]([CH3:16])[NH:13][C:10]=3[CH:11]=[CH:12][C:7]2=[N:6][N:5]=1.Br.Br[CH2:19][C:20]1[CH:25]=[CH:24][N:23]=[CH:22][CH:21]=1, predict the reaction product. The product is: [CH3:3][C:4]1[N:8]2[C:9]3[CH:15]=[C:14]([CH3:16])[N:13]([CH2:19][C:20]4[CH:25]=[CH:24][N:23]=[CH:22][CH:21]=4)[C:10]=3[CH:11]=[CH:12][C:7]2=[N:6][N:5]=1.